Dataset: Catalyst prediction with 721,799 reactions and 888 catalyst types from USPTO. Task: Predict which catalyst facilitates the given reaction. (1) Reactant: [OH:1][NH:2][C:3]([C:5]1[CH:6]=[C:7]([NH:11][C:12](=[O:18])[O:13][C:14]([CH3:17])([CH3:16])[CH3:15])[CH:8]=[CH:9][CH:10]=1)=[NH:4].C(N(C(C)C)CC)(C)C.[C:28]([CH2:32][CH2:33][C:34](Cl)=[O:35])([O:30][CH3:31])=[O:29]. Product: [C:14]([O:13][C:12]([NH:11][C:7]1[CH:6]=[C:5]([CH:10]=[CH:9][CH:8]=1)[C:3]([NH:2][O:1][C:34](=[O:35])[CH2:33][CH2:32][C:28]([O:30][CH3:31])=[O:29])=[NH:4])=[O:18])([CH3:15])([CH3:17])[CH3:16]. The catalyst class is: 1. (2) Reactant: [F:1][CH:2]([F:39])[C:3]1[CH:7]=[C:6]([CH:8]([F:10])[F:9])[N:5]([CH2:11][C:12]([N:14]2[CH2:19][CH2:18][CH:17]([C:20]3[S:21][CH:22]=[C:23]([C:25]4[CH2:29][CH:28]([C:30]5[C:35]([F:36])=[CH:34][CH:33]=[C:32]([OH:37])[C:31]=5[F:38])[O:27][N:26]=4)[N:24]=3)[CH2:16][CH2:15]2)=[O:13])[N:4]=1.C(=O)([O-])[O-].[K+].[K+].[I-].[K+].Br[CH2:49][C:50]#[CH:51]. Product: [F:39][CH:2]([F:1])[C:3]1[CH:7]=[C:6]([CH:8]([F:9])[F:10])[N:5]([CH2:11][C:12]([N:14]2[CH2:15][CH2:16][CH:17]([C:20]3[S:21][CH:22]=[C:23]([C:25]4[CH2:29][CH:28]([C:30]5[C:35]([F:36])=[CH:34][CH:33]=[C:32]([O:37][CH2:51][C:50]#[CH:49])[C:31]=5[F:38])[O:27][N:26]=4)[N:24]=3)[CH2:18][CH2:19]2)=[O:13])[N:4]=1. The catalyst class is: 35. (3) Reactant: Br[C:2]1[S:3][C:4]([C:7]2[N:8]=[N:9][N:10]([CH2:12][C:13]([O:15][C:16]([CH3:19])([CH3:18])[CH3:17])=[O:14])[N:11]=2)=[CH:5][N:6]=1.Cl.[Cl:21][C:22]1[CH:27]=[CH:26][C:25]([F:28])=[CH:24][C:23]=1[N:29]1[CH2:34][CH2:33][NH:32][CH2:31][CH2:30]1.CN1C(=O)CCC1.C1CCN2C(=NCCC2)CC1. Product: [Cl:21][C:22]1[CH:27]=[CH:26][C:25]([F:28])=[CH:24][C:23]=1[N:29]1[CH2:30][CH2:31][N:32]([C:2]2[S:3][C:4]([C:7]3[N:8]=[N:9][N:10]([CH2:12][C:13]([O:15][C:16]([CH3:19])([CH3:18])[CH3:17])=[O:14])[N:11]=3)=[CH:5][N:6]=2)[CH2:33][CH2:34]1. The catalyst class is: 6. (4) Reactant: [C:1]([CH2:3][C:4]([O:6][CH2:7][CH3:8])=[O:5])#[N:2].[CH:9]([C:11]1[CH:18]=[CH:17][C:14]([C:15]#[N:16])=[CH:13][CH:12]=1)=O.N1CCCCC1. Product: [C:1](/[C:3](=[CH:9]/[C:11]1[CH:18]=[CH:17][C:14]([C:15]#[N:16])=[CH:13][CH:12]=1)/[C:4]([O:6][CH2:7][CH3:8])=[O:5])#[N:2]. The catalyst class is: 8. (5) Reactant: C(S([O-])(=O)=O)(F)(F)F.C(S([O-])(=O)=O)(F)(F)F.C(S([O-])(=O)=O)(F)(F)F.[Yb+3].[CH3:26][C:27]1[O:31][N:30]=[C:29]([C:32]2[CH:37]=[CH:36][C:35]([NH2:38])=[CH:34][CH:33]=2)[N:28]=1.C([C:41]1[C:50]2[O:49][CH2:48][O:47][CH2:46][C:45]=2[CH:44]=[C:43]([CH:51]=O)[CH:42]=1)C.F[C:54](F)(F)[C:55]([OH:57])=O.[C:60](C1C=CC(NC(C2C=C(OC)C(OC)=CC=2F)C2NC(=O)N(C3C=CC=CC=3C(O)=O)N=2)=CC=1)(=N)[NH2:61].C[Si](C#N)(C)C. Product: [CH2:55]([O:57][C:41]1[C:50]2[O:49][CH2:48][O:47][CH2:46][C:45]=2[CH:44]=[C:43]([CH:51]([NH:38][C:35]2[CH:36]=[CH:37][C:32]([C:29]3[N:28]=[C:27]([CH3:26])[O:31][N:30]=3)=[CH:33][CH:34]=2)[C:60]#[N:61])[CH:42]=1)[CH3:54]. The catalyst class is: 4. (6) Reactant: I[C:2]1[CH:7]=[CH:6][C:5]([N:8]2[CH2:13][CH2:12][CH:11]([CH:14]3[CH2:19][CH2:18][N:17]([C:20]([O:22][C:23]([CH3:26])([CH3:25])[CH3:24])=[O:21])[CH2:16][CH2:15]3)[CH2:10][CH2:9]2)=[CH:4][CH:3]=1.[NH:27]1[CH:31]=[N:30][CH:29]=[N:28]1.CNCCNC.[O-]P([O-])([O-])=O.[K+].[K+].[K+]. Product: [N:27]1([C:2]2[CH:7]=[CH:6][C:5]([N:8]3[CH2:13][CH2:12][CH:11]([CH:14]4[CH2:19][CH2:18][N:17]([C:20]([O:22][C:23]([CH3:26])([CH3:25])[CH3:24])=[O:21])[CH2:16][CH2:15]4)[CH2:10][CH2:9]3)=[CH:4][CH:3]=2)[CH:31]=[N:30][CH:29]=[N:28]1. The catalyst class is: 471.